This data is from Reaction yield outcomes from USPTO patents with 853,638 reactions. The task is: Predict the reaction yield, written as a fraction of the theoretical maximum amount of product (1.0 means a 100% yield; for example, 0.34 means a 34% yield). (1) The catalyst is [Cu](I)I.CN(C=O)C. The reactants are [OH:1][C:2]1[CH:3]=[CH:4][C:5]2[N:9]=[C:8]([CH2:10][O:11][C:12]3[CH:13]=[C:14]([CH:19]=[CH:20][CH:21]=3)[C:15]([O:17][CH3:18])=[O:16])[N:7]([CH3:22])[C:6]=2[CH:23]=1.[Br:24][C:25]1[C:26]([CH3:32])=[N:27][C:28](F)=[CH:29][CH:30]=1.N1C2C(=CC=C3C=2N=CC=C3)C=CC=1.C(=O)([O-])[O-].[Cs+].[Cs+]. The yield is 0.140. The product is [Br:24][C:25]1[CH:30]=[CH:29][C:28]([O:1][C:2]2[CH:3]=[CH:4][C:5]3[N:9]=[C:8]([CH2:10][O:11][C:12]4[CH:13]=[C:14]([CH:19]=[CH:20][CH:21]=4)[C:15]([O:17][CH3:18])=[O:16])[N:7]([CH3:22])[C:6]=3[CH:23]=2)=[N:27][C:26]=1[CH3:32]. (2) The reactants are [CH2:1]([NH:3][C:4]([NH:6][CH2:7][CH2:8][CH2:9][N:10]1[CH2:14][CH2:13][CH2:12][CH2:11]1)=O)[CH3:2].C(N(CC)CC)C.C1(C)C=CC(S(Cl)(=O)=O)=CC=1. The catalyst is ClCCl. The product is [N:10]1([CH2:9][CH2:8][CH2:7][N:6]=[C:4]=[N:3][CH2:1][CH3:2])[CH2:14][CH2:13][CH2:12][CH2:11]1. The yield is 0.670. (3) The reactants are [CH3:1][C:2]1[O:6][N:5]=[C:4]([C:7]2[CH:12]=[CH:11][CH:10]=[CH:9][N:8]=2)[C:3]=1[CH2:13][O:14][C:15]1[CH:23]=[CH:22][C:18]([C:19](O)=[O:20])=[CH:17][N:16]=1.ClC1C=C(C2C(COC3C=CC(C(O)=O)=CN=3)=C(C)ON=2)C=CC=1.[NH2:48][CH:49]([OH:51])[CH3:50]. No catalyst specified. The product is [OH:20][CH2:19][CH2:18][C:17]1[N:16]=[C:15]([O:14][CH2:13][C:3]2[C:4]([C:7]3[CH:12]=[CH:11][CH:10]=[CH:9][N:8]=3)=[N:5][O:6][C:2]=2[CH3:1])[CH:23]=[CH:22][C:50]=1[C:49]([NH2:48])=[O:51]. The yield is 0.240. (4) The reactants are [CH3:1][C:2]1[CH:7]=[CH:6][C:5](B(O)O)=[CH:4][CH:3]=1.Cl[C:12]1[C:21]2[C:16](=[CH:17][CH:18]=[CH:19][CH:20]=2)[CH:15]=[CH:14][N:13]=1.C1(C)C=CC=CC=1.C(=O)([O-])[O-].[Na+].[Na+]. The catalyst is [Pd].C1(P(C2C=CC=CC=2)C2C=CC=CC=2)C=CC=CC=1.C1(P(C2C=CC=CC=2)C2C=CC=CC=2)C=CC=CC=1.C1(P(C2C=CC=CC=2)C2C=CC=CC=2)C=CC=CC=1.C1(P(C2C=CC=CC=2)C2C=CC=CC=2)C=CC=CC=1.C(O)C. The product is [CH3:1][C:2]1[CH:7]=[CH:6][C:5]([C:12]2[C:21]3[C:16](=[CH:17][CH:18]=[CH:19][CH:20]=3)[CH:15]=[CH:14][N:13]=2)=[CH:4][CH:3]=1. The yield is 0.511. (5) The reactants are [CH:1]1([CH2:7][CH:8]([NH:12][C:13]([C:15]2[CH:45]=[CH:44][C:18]3[N:19]([CH:38]4[CH2:43][CH2:42][CH2:41][CH2:40][CH2:39]4)[C:20]([C:22]4[CH:23]=[C:24]5[C:29](=[CH:30][CH:31]=4)[N:28]=[C:27]([C:32]4[CH:37]=[CH:36][CH:35]=[CH:34][CH:33]=4)[CH:26]=[N:25]5)=[N:21][C:17]=3[CH:16]=2)=[O:14])[C:9]([OH:11])=[O:10])[CH2:6]CCC[CH2:2]1.CC(C[C@H](NC(OCC1C2C(=CC=CC=2)C2C1=CC=CC=2)=O)C=O)C. No catalyst specified. The product is [CH:38]1([N:19]2[C:18]3[CH:44]=[CH:45][C:15]([C:13]([NH:12][CH:8]([CH2:7][CH:1]([CH3:6])[CH3:2])[C:9]([OH:11])=[O:10])=[O:14])=[CH:16][C:17]=3[N:21]=[C:20]2[C:22]2[CH:23]=[C:24]3[C:29](=[CH:30][CH:31]=2)[N:28]=[C:27]([C:32]2[CH:37]=[CH:36][CH:35]=[CH:34][CH:33]=2)[CH:26]=[N:25]3)[CH2:39][CH2:40][CH2:41][CH2:42][CH2:43]1. The yield is 0.140.